Dataset: Reaction yield outcomes from USPTO patents with 853,638 reactions. Task: Predict the reaction yield, written as a fraction of the theoretical maximum amount of product (1.0 means a 100% yield; for example, 0.34 means a 34% yield). (1) The reactants are [CH3:1][O:2][C:3]1[CH:4]=[C:5]([CH:7]=[CH:8][C:9]=1[N:10]1[CH:14]=[C:13]([CH3:15])[N:12]=[CH:11]1)[NH2:6].Cl[C:17]1[N:22]=[C:21]([O:23][CH2:24][C:25]([F:28])([F:27])[F:26])[C:20]([CH3:29])=[C:19]([CH2:30][O:31][CH2:32][C:33]([F:36])([F:35])[F:34])[N:18]=1.C1(P(C2CCCCC2)C2C=CC=CC=2C2C=CC=CC=2)CCCCC1.C(=O)([O-])[O-].[Cs+].[Cs+]. The catalyst is O1CCOCC1.C([O-])(=O)C.[Pd+2].C([O-])(=O)C. The product is [CH3:1][O:2][C:3]1[CH:4]=[C:5]([NH:6][C:17]2[N:22]=[C:21]([O:23][CH2:24][C:25]([F:28])([F:26])[F:27])[C:20]([CH3:29])=[C:19]([CH2:30][O:31][CH2:32][C:33]([F:36])([F:34])[F:35])[N:18]=2)[CH:7]=[CH:8][C:9]=1[N:10]1[CH:14]=[C:13]([CH3:15])[N:12]=[CH:11]1. The yield is 0.820. (2) The reactants are [C:1]1([C:17]2[CH:22]=[CH:21][CH:20]=[CH:19][CH:18]=2)[CH:6]=[CH:5][CH:4]=[CH:3][C:2]=1[C:7]1[CH:15]=[CH:14][CH:13]=[C:12]2[C:8]=1[CH:9]=[C:10](Br)[CH2:11]2.[CH:23]1([Mg]Br)[CH2:25][CH2:24]1.O1CCCC1. The catalyst is C1C=CC(P(C2C=CC=CC=2)C2C=CC=CC=2)=CC=1.C1C=CC(P(C2C=CC=CC=2)C2C=CC=CC=2)=CC=1.Cl[Pd]Cl.C1(C)C=CC=CC=1. The product is [C:1]1([C:17]2[CH:22]=[CH:21][CH:20]=[CH:19][CH:18]=2)[CH:6]=[CH:5][CH:4]=[CH:3][C:2]=1[C:7]1[CH:15]=[CH:14][CH:13]=[C:12]2[C:8]=1[CH:9]=[C:10]([CH:23]1[CH2:25][CH2:24]1)[CH2:11]2. The yield is 0.370. (3) The reactants are [CH:1]([N:4]1[C:8]([C:9]2[N:18]=[C:17]3[N:11]([CH2:12][CH2:13][O:14][C:15]4[CH:22]=[C:21](B5OC(C)(C)C(C)(C)O5)[CH:20]=[CH:19][C:16]=43)[CH:10]=2)=[N:7][CH:6]=[N:5]1)([CH3:3])[CH3:2].[CH3:32][O:33][C:34]([CH:36]1[CH:41](OS(C(F)(F)F)(=O)=O)[CH2:40][CH2:39][N:38]([C:50]([O:52][C:53]([CH3:56])([CH3:55])[CH3:54])=[O:51])[CH2:37]1)=[O:35].C([O-])(=O)C.[K+]. The catalyst is C(Cl)Cl.O. The product is [CH3:32][O:33][C:34]([C:36]1[CH2:37][N:38]([C:50]([O:52][C:53]([CH3:56])([CH3:55])[CH3:54])=[O:51])[CH2:39][CH2:40][C:41]=1[C:21]1[CH:20]=[CH:19][C:16]2[C:17]3[N:11]([CH2:12][CH2:13][O:14][C:15]=2[CH:22]=1)[CH:10]=[C:9]([C:8]1[N:4]([CH:1]([CH3:3])[CH3:2])[N:5]=[CH:6][N:7]=1)[N:18]=3)=[O:35]. The yield is 0.910. (4) The reactants are [C:1]1([CH2:24][NH:25][CH2:26][CH2:27][CH2:28][NH:29][CH2:30][CH2:31][CH2:32][NH:33]C(=O)OC(C)(C)C)[CH:6]=[CH:5][CH:4]=[C:3]([CH2:7][NH:8][CH2:9][CH2:10][CH2:11][NH:12][CH2:13][CH2:14][CH2:15][NH:16]C(=O)OC(C)(C)C)[CH:2]=1. The catalyst is Cl. The product is [C:1]1([CH2:24][NH:25][CH2:26][CH2:27][CH2:28][NH:29][CH2:30][CH2:31][CH2:32][NH2:33])[CH:6]=[CH:5][CH:4]=[C:3]([CH2:7][NH:8][CH2:9][CH2:10][CH2:11][NH:12][CH2:13][CH2:14][CH2:15][NH2:16])[CH:2]=1. The yield is 0.560. (5) The reactants are Br[CH2:2][C:3]1[C:12]([O:13][CH3:14])=[C:11]2[O:15][C:16]([CH3:19])([CH3:18])[CH2:17][C:10]2=[C:9]2[C:4]=1[CH2:5][C:6]([CH3:27])([CH3:26])[N:7]=[C:8]2[C:20]1[CH:25]=[CH:24][CH:23]=[CH:22][CH:21]=1.C(=O)([O-])[O-:29].[Ca+2]. The catalyst is O1CCOCC1.O. The product is [CH3:14][O:13][C:12]1[C:11]2[O:15][C:16]([CH3:18])([CH3:19])[CH2:17][C:10]=2[C:9]2[C:8]([C:20]3[CH:25]=[CH:24][CH:23]=[CH:22][CH:21]=3)=[N:7][C:6]([CH3:26])([CH3:27])[CH2:5][C:4]=2[C:3]=1[CH2:2][OH:29]. The yield is 0.650.